Dataset: Reaction yield outcomes from USPTO patents with 853,638 reactions. Task: Predict the reaction yield, written as a fraction of the theoretical maximum amount of product (1.0 means a 100% yield; for example, 0.34 means a 34% yield). (1) The reactants are [OH:1][C:2]1[CH:3]=[C:4]([CH2:8][C:9]([OH:11])=[O:10])[CH:5]=[CH:6][CH:7]=1.Br[CH2:13][CH:14]1[CH2:16][CH2:15]1.[OH-].[K+]. The catalyst is CCO. The product is [CH:14]1([CH2:13][O:1][C:2]2[CH:3]=[C:4]([CH2:8][C:9]([OH:11])=[O:10])[CH:5]=[CH:6][CH:7]=2)[CH2:16][CH2:15]1. The yield is 0.590. (2) The reactants are [Br:1][C:2]1[CH:10]=[C:6]([C:7]([OH:9])=O)[C:5]([NH2:11])=[CH:4][CH:3]=1.C[Li].[Cl-].[NH4+].[C:16](OCC)(=O)C. The catalyst is C1COCC1. The product is [NH2:11][C:5]1[CH:4]=[CH:3][C:2]([Br:1])=[CH:10][C:6]=1[C:7](=[O:9])[CH3:16]. The yield is 0.590. (3) The reactants are [NH2:1][C:2]1[CH:20]=[CH:19][CH:18]=[CH:17][C:3]=1[C:4]([NH:6][C:7]1[CH:12]=[CH:11][C:10]([CH:13]([CH2:15][CH3:16])[CH3:14])=[CH:9][CH:8]=1)=[O:5].O1CCCCC1[O:27][CH2:28][C:29]1[CH:36]=[CH:35][C:32]([CH:33]=O)=[CH:31][N:30]=1. The product is [CH:13]([C:10]1[CH:11]=[CH:12][C:7]([N:6]2[C:4](=[O:5])[C:3]3[C:2](=[CH:20][CH:19]=[CH:18][CH:17]=3)[N:1]=[C:33]2[C:32]2[CH:31]=[N:30][C:29]([CH2:28][OH:27])=[CH:36][CH:35]=2)=[CH:8][CH:9]=1)([CH2:15][CH3:16])[CH3:14]. The yield is 0.400. The catalyst is CCO. (4) The reactants are [Cl:1][C:2]1[CH:3]=[C:4]2[C:9](=[CH:10][N:11]=1)[C:8](=[O:12])[N:7](C(OC(C)(C)C)=O)[CH2:6][CH2:5]2.Cl. The catalyst is C(Cl)Cl.O1CCOCC1. The product is [ClH:1].[Cl:1][C:2]1[CH:3]=[C:4]2[C:9](=[CH:10][N:11]=1)[C:8](=[O:12])[NH:7][CH2:6][CH2:5]2. The yield is 0.930.